Dataset: Reaction yield outcomes from USPTO patents with 853,638 reactions. Task: Predict the reaction yield, written as a fraction of the theoretical maximum amount of product (1.0 means a 100% yield; for example, 0.34 means a 34% yield). (1) The reactants are O[C:2]1([C:30]2[CH:35]=[CH:34][CH:33]=[C:32]([CH3:36])[CH:31]=2)[C:6]2[C:7]([CH3:27])=[C:8]([N:13]3[CH2:18][CH2:17][N:16]([C:19]4[CH:24]=[CH:23][C:22]([O:25][CH3:26])=[CH:21][CH:20]=4)[CH2:15][CH2:14]3)[C:9]([CH3:12])=[C:10]([CH3:11])[C:5]=2[O:4][C:3]1([CH3:29])[CH3:28]. The catalyst is C(O)C. The product is [CH3:28][C:3]1([CH3:29])[CH:2]([C:30]2[CH:35]=[CH:34][CH:33]=[C:32]([CH3:36])[CH:31]=2)[C:6]2[C:7]([CH3:27])=[C:8]([N:13]3[CH2:14][CH2:15][N:16]([C:19]4[CH:20]=[CH:21][C:22]([O:25][CH3:26])=[CH:23][CH:24]=4)[CH2:17][CH2:18]3)[C:9]([CH3:12])=[C:10]([CH3:11])[C:5]=2[O:4]1. The yield is 0.860. (2) The catalyst is C(Cl)(Cl)Cl.O=[Mn]=O. The product is [Br:1][C:2]1[S:3][C:4]([CH:8]=[O:9])=[C:5]([CH3:7])[N:6]=1. The reactants are [Br:1][C:2]1[S:3][C:4]([CH2:8][OH:9])=[C:5]([CH3:7])[N:6]=1. The yield is 0.470. (3) The reactants are [O:1]1[C:5]2[CH:6]=[CH:7][C:8]([C:10]3([C:13]([OH:15])=O)[CH2:12][CH2:11]3)=[CH:9][C:4]=2[O:3][CH2:2]1.CN(C(ON1N=NC2C=CC=CC1=2)=[N+](C)C)C.F[P-](F)(F)(F)(F)F.CCN(CC)CC.[NH2:47][C:48]1[CH:49]=[C:50]2[C:54](=[CH:55][CH:56]=1)[NH:53][C:52]([CH:57]([CH3:63])[C:58]([O:60][CH2:61][CH3:62])=[O:59])=[CH:51]2. The catalyst is C(#N)C. The yield is 0.500. The product is [O:1]1[C:5]2[CH:6]=[CH:7][C:8]([C:10]3([C:13]([NH:47][C:48]4[CH:49]=[C:50]5[C:54](=[CH:55][CH:56]=4)[NH:53][C:52]([CH:57]([CH3:63])[C:58]([O:60][CH2:61][CH3:62])=[O:59])=[CH:51]5)=[O:15])[CH2:11][CH2:12]3)=[CH:9][C:4]=2[O:3][CH2:2]1. (4) The catalyst is C(OCC)(=O)C.CO. The reactants are [C:1]1([C@H:7]2[C@H:16]3[CH2:17][CH2:18][N:19]([C:20]([C@H:22]4[CH2:27][CH2:26][CH2:25][CH2:24][C@H:23]4[NH:28]C(=O)OC(C)(C)C)=[O:21])[C@H:15]3[C:14]3[CH:13]=[CH:12][CH:11]=[CH:10][C:9]=3[NH:8]2)[CH:6]=[CH:5][CH:4]=[CH:3][CH:2]=1.[ClH:36]. The yield is 0.900. The product is [ClH:36].[ClH:36].[C:1]1([C@H:7]2[C@H:16]3[CH2:17][CH2:18][N:19]([C:20]([C@H:22]4[CH2:27][CH2:26][CH2:25][CH2:24][C@H:23]4[NH2:28])=[O:21])[C@H:15]3[C:14]3[CH:13]=[CH:12][CH:11]=[CH:10][C:9]=3[NH:8]2)[CH:6]=[CH:5][CH:4]=[CH:3][CH:2]=1. (5) The reactants are Cl[C:2]1[C:11]([C:12]([F:15])([F:14])[F:13])=[CH:10][C:9]2[C:4](=[CH:5][CH:6]=[C:7]([O:16][CH3:17])[CH:8]=2)[N:3]=1.[CH3:18][O:19][C:20]([CH:22]1[CH2:27][CH2:26][NH:25][CH2:24][CH2:23]1)=[O:21].CCN(CC)CC. The catalyst is CC(O)C.O. The product is [CH3:17][O:16][C:7]1[CH:8]=[C:9]2[C:4](=[CH:5][CH:6]=1)[N:3]=[C:2]([N:25]1[CH2:26][CH2:27][CH:22]([C:20]([O:19][CH3:18])=[O:21])[CH2:23][CH2:24]1)[C:11]([C:12]([F:15])([F:14])[F:13])=[CH:10]2. The yield is 0.430. (6) The reactants are [NH2:1][C:2]1[CH:7]=[CH:6][C:5]([Br:8])=[CH:4][C:3]=1[NH:9][C:10](=O)[C:11]([NH:14][C:15](=[O:24])[O:16][CH2:17][C:18]1[CH:23]=[CH:22][CH:21]=[CH:20][CH:19]=1)([CH3:13])[CH3:12].CC1C=CC(S(O)(=O)=O)=CC=1. The catalyst is CO. The product is [Br:8][C:5]1[CH:6]=[CH:7][C:2]2[NH:1][C:10]([C:11]([NH:14][C:15](=[O:24])[O:16][CH2:17][C:18]3[CH:23]=[CH:22][CH:21]=[CH:20][CH:19]=3)([CH3:13])[CH3:12])=[N:9][C:3]=2[CH:4]=1. The yield is 0.230. (7) The reactants are N([O-])=O.[Na+].[CH3:5][C:6]1[CH:17]=[CH:16][C:9]2[N:10]=[C:11](N)[N:12]=[N+:13]([O-:14])[C:8]=2[CH:7]=1.CN(C)C1C=CC=CC=1.O=P(Cl)(Cl)[Cl:29]. The catalyst is O.Cl. The product is [Cl:29][C:11]1[N:12]=[N+:13]([O-:14])[C:8]2[CH:7]=[C:6]([CH3:5])[CH:17]=[CH:16][C:9]=2[N:10]=1. The yield is 0.720. (8) The reactants are [OH:1][C:2]1[CH:3]=[C:4]([CH:11]=[C:12]([C:14]([F:17])([F:16])[F:15])[CH:13]=1)[C:5]([N:7]([O:9][CH3:10])[CH3:8])=[O:6].N1C=CN=C1.[Si:23](Cl)([C:26]([CH3:29])([CH3:28])[CH3:27])([CH3:25])[CH3:24]. The catalyst is C(Cl)Cl.CCOC(C)=O. The product is [C:26]([Si:23]([CH3:25])([CH3:24])[O:1][C:2]1[CH:3]=[C:4]([CH:11]=[C:12]([C:14]([F:15])([F:16])[F:17])[CH:13]=1)[C:5]([N:7]([O:9][CH3:10])[CH3:8])=[O:6])([CH3:29])([CH3:28])[CH3:27]. The yield is 0.970. (9) The reactants are [CH2:1]([O:8][C:9]1[C:17]2[C:12](=[N:13][CH:14]=[CH:15][CH:16]=2)[S:11][C:10]=1C(O)=O)[C:2]1[CH:7]=[CH:6][CH:5]=[CH:4][CH:3]=1.C1(P(N=[N+]=[N-])(C2C=CC=CC=2)=[O:28])C=CC=CC=1.[NH2:38][C:39]1[C:40]([OH:50])=[C:41]([S:46]([NH2:49])(=[O:48])=[O:47])[C:42]([Cl:45])=[CH:43][CH:44]=1.C([N:53]([CH2:56]C)CC)C. The catalyst is CN(C)C=O. The product is [NH2:49][S:46]([C:41]1[C:40]([OH:50])=[C:39]([NH:38][C:56]([NH:53][C:10]2[S:11][C:12]3=[N:13][CH:14]=[CH:15][CH:16]=[C:17]3[C:9]=2[O:8][CH2:1][C:2]2[CH:3]=[CH:4][CH:5]=[CH:6][CH:7]=2)=[O:28])[CH:44]=[CH:43][C:42]=1[Cl:45])(=[O:48])=[O:47]. The yield is 0.260. (10) The reactants are C1(C)C=CC(S(O[C@@H:11]([CH2:13]/[CH:14]=[CH:15]/[C:16]2[CH:17]=[N:18][CH:19]=[C:20]([O:22][CH:23]([CH3:25])[CH3:24])[CH:21]=2)[CH3:12])(=O)=O)=CC=1.[CH3:27][NH2:28]. The catalyst is C(O)C. The product is [CH3:27][NH:28][C@H:11]([CH2:13]/[CH:14]=[CH:15]/[C:16]1[CH:17]=[N:18][CH:19]=[C:20]([O:22][CH:23]([CH3:25])[CH3:24])[CH:21]=1)[CH3:12]. The yield is 0.310.